Dataset: Full USPTO retrosynthesis dataset with 1.9M reactions from patents (1976-2016). Task: Predict the reactants needed to synthesize the given product. Given the product [CH3:9][N:8]1[C:16]2[C:15](=[CH:14][CH:13]=[CH:12][CH:11]=2)[C:1]([C:2]([Cl:4])=[O:3])=[CH:7]1, predict the reactants needed to synthesize it. The reactants are: [C:1](Cl)(=O)[C:2]([Cl:4])=[O:3].[CH3:7][N:8]1[C:16]2[C:11](=[CH:12][CH:13]=[CH:14][CH:15]=2)C(C(O)=O)=[CH:9]1.CN(C=O)C.